From a dataset of Forward reaction prediction with 1.9M reactions from USPTO patents (1976-2016). Predict the product of the given reaction. (1) Given the reactants [C:1]([O:10]C)(=O)[C:2]1[C:3](=[CH:5][CH:6]=[CH:7][CH:8]=1)[SH:4].[C:12]([C:14]1[CH:19]=[CH:18][CH:17]=[C:16]([S:20][CH:21]([CH3:23])[CH3:22])[N:15]=1)#[N:13].C(N(CC)CC)C, predict the reaction product. The product is: [CH:21]([S:20][C:16]1[N:15]=[C:14]([C:12]2[S:4][C:3]3[CH:5]=[CH:6][CH:7]=[CH:8][C:2]=3[C:1](=[O:10])[N:13]=2)[CH:19]=[CH:18][CH:17]=1)([CH3:23])[CH3:22]. (2) Given the reactants [H-].[Na+].[N:3]([CH2:6][C@@H:7]1[NH:11][C:10](=[O:12])[CH2:9][CH2:8]1)=[N+:4]=[N-:5].Br[CH2:14][CH2:15][CH2:16][NH:17][C:18](=[O:24])[O:19][C:20]([CH3:23])([CH3:22])[CH3:21], predict the reaction product. The product is: [N:3]([CH2:6][C@H:7]1[CH2:8][CH2:9][C:10](=[O:12])[N:11]1[CH2:14][CH2:15][CH2:16][NH:17][C:18](=[O:24])[O:19][C:20]([CH3:23])([CH3:22])[CH3:21])=[N+:4]=[N-:5]. (3) Given the reactants [CH2:1]([NH:3][C:4]1[CH:9]=[CH:8][CH:7]=[CH:6][CH:5]=1)[CH3:2].C[C:11]1[CH:12]=[CH:13][CH:14]=[CH:15][C:16]=1C.ClC1CCCCC1=O, predict the reaction product. The product is: [CH2:1]([N:3]1[C:16]2[CH2:15][CH2:14][CH2:13][CH2:12][C:11]=2[C:9]2[C:4]1=[CH:5][CH:6]=[CH:7][CH:8]=2)[CH3:2]. (4) Given the reactants [CH3:1][O:2][C:3](=[O:21])[CH:4]([O:19][CH3:20])[CH2:5][C:6]1[CH:11]=[CH:10][C:9]([O:12][CH2:13][CH2:14][CH2:15][OH:16])=[C:8]([O:17][CH3:18])[CH:7]=1.[CH3:22][O:23][C:24]([C:26]1[CH:31]=[CH:30][C:29]([C:32]2[CH:37]=[CH:36][C:35](OCCCOC3C=CC(C[C@@H](C(OCC)=O)OC)=CC=3)=[CH:34][CH:33]=2)=[CH:28][CH:27]=1)=[O:25], predict the reaction product. The product is: [CH3:22][O:23][C:24]([C:26]1[CH:31]=[CH:30][C:29]([C:32]2[CH:37]=[CH:36][C:35]([O:16][CH2:15][CH2:14][CH2:13][O:12][C:9]3[CH:10]=[CH:11][C:6]([CH2:5][C@H:4]([O:19][CH3:20])[C:3]([O:2][CH3:1])=[O:21])=[CH:7][C:8]=3[O:17][CH3:18])=[CH:34][CH:33]=2)=[CH:28][CH:27]=1)=[O:25].